Dataset: Catalyst prediction with 721,799 reactions and 888 catalyst types from USPTO. Task: Predict which catalyst facilitates the given reaction. (1) Reactant: [C:1]([C:3]1[CH:7]=[C:6]([C:8]2[CH:13]=[CH:12][N:11]=[CH:10][CH:9]=2)[S:5][C:4]=1[C:14]1[CH:19]=[CH:18][N:17]=[CH:16][CH:15]=1)#[N:2].[OH-:20].[K+].O. Product: [N:17]1[CH:18]=[CH:19][C:14]([C:4]2[S:5][C:6]([C:8]3[CH:9]=[CH:10][N:11]=[CH:12][CH:13]=3)=[CH:7][C:3]=2[C:1]([NH2:2])=[O:20])=[CH:15][CH:16]=1. The catalyst class is: 218. (2) Reactant: [CH3:1][O:2][C:3]([C:5]1[CH:6]=[N:7][C:8]([N:11]2[CH2:30][CH2:29][C:14]3[NH:15][C:16]4[CH:17]=[CH:18][C:19]([C:22]5[S:23][C:24]([CH:27]=O)=[CH:25][CH:26]=5)=[CH:20][C:21]=4[C:13]=3[CH2:12]2)=[N:9][CH:10]=1)=[O:4].[BH-](OC(C)=O)(OC(C)=O)OC(C)=O.[Na+].[CH3:45][N:46]1[CH2:51][CH2:50][NH:49][CH2:48][CH2:47]1. Product: [CH3:1][O:2][C:3]([C:5]1[CH:6]=[N:7][C:8]([N:11]2[CH2:30][CH2:29][C:14]3[NH:15][C:16]4[CH:17]=[CH:18][C:19]([C:22]5[S:23][C:24]([CH2:27][N:49]6[CH2:50][CH2:51][N:46]([CH3:45])[CH2:47][CH2:48]6)=[CH:25][CH:26]=5)=[CH:20][C:21]=4[C:13]=3[CH2:12]2)=[N:9][CH:10]=1)=[O:4]. The catalyst class is: 2.